Dataset: Forward reaction prediction with 1.9M reactions from USPTO patents (1976-2016). Task: Predict the product of the given reaction. (1) Given the reactants [F:1][C:2]([F:26])([F:25])[C:3]([F:24])([C:20]([F:23])([F:22])[F:21])[CH2:4][CH:5]([CH2:17][CH2:18]I)[CH2:6][C:7]([F:16])([C:12]([F:15])([F:14])[F:13])[C:8]([F:11])([F:10])[F:9].C(O)C.NC(N)=[S:32].[OH-].[Na+], predict the reaction product. The product is: [F:16][C:7]([C:12]([F:15])([F:14])[F:13])([C:8]([F:11])([F:10])[F:9])[CH2:6][CH:5]([CH2:4][C:3]([F:24])([C:20]([F:23])([F:22])[F:21])[C:2]([F:26])([F:25])[F:1])[CH2:17][CH2:18][SH:32]. (2) Given the reactants Br[C:2]1[CH:3]=[C:4]([S:8]([C:11]([CH:27]2[CH2:39][C:30]3[NH:31][C:32]4[CH:33]=[CH:34][C:35]([Cl:38])=[CH:36][C:37]=4[C:29]=3[CH2:28]2)([F:26])[C:12]2[O:16][C:15]([C:17]3[CH:25]=[CH:24][C:20]([C:21]([OH:23])=[O:22])=[CH:19][CH:18]=3)=[N:14][N:13]=2)(=[O:10])=[O:9])[CH:5]=[CH:6][CH:7]=1, predict the reaction product. The product is: [C:4]1([S:8]([C:11]([CH:27]2[CH2:39][C:30]3[NH:31][C:32]4[CH:33]=[CH:34][C:35]([Cl:38])=[CH:36][C:37]=4[C:29]=3[CH2:28]2)([F:26])[C:12]2[O:16][C:15]([C:17]3[CH:18]=[CH:19][C:20]([C:21]([OH:23])=[O:22])=[CH:24][CH:25]=3)=[N:14][N:13]=2)(=[O:10])=[O:9])[CH:5]=[CH:6][CH:7]=[CH:2][CH:3]=1.